Dataset: Reaction yield outcomes from USPTO patents with 853,638 reactions. Task: Predict the reaction yield, written as a fraction of the theoretical maximum amount of product (1.0 means a 100% yield; for example, 0.34 means a 34% yield). (1) The reactants are Br[CH2:2][CH:3]1[CH2:15][N:13]2[C:14]3[C:9]([C:10](=[O:26])[N:11]([CH2:17][C:18]4[CH:23]=[CH:22][C:21]([O:24][CH3:25])=[CH:20][CH:19]=4)[C:12]2=[O:16])=[CH:8][CH:7]=[CH:6][C:5]=3[CH2:4]1.[CH2:27](CN)[C:28]1[CH:33]=[CH:32][CH:31]=[CH:30][CH:29]=1.[CH3:36][N:37](C)C=O.C1(C)C=CC=CC=1. The catalyst is C(OCC)(=O)C. The product is [CH2:27]([N:37]([CH2:2][CH:3]1[CH2:15][N:13]2[C:14]3[C:9]([C:10](=[O:26])[N:11]([CH2:17][C:18]4[CH:23]=[CH:22][C:21]([O:24][CH3:25])=[CH:20][CH:19]=4)[C:12]2=[O:16])=[CH:8][CH:7]=[CH:6][C:5]=3[CH2:4]1)[CH3:36])[C:28]1[CH:29]=[CH:30][CH:31]=[CH:32][CH:33]=1. The yield is 0.770. (2) The reactants are [NH2:1][C:2]1[C:7]([N:8]([CH3:17])[C:9](=O)[C:10]2[CH:15]=[CH:14][CH:13]=[CH:12][CH:11]=2)=[C:6]([Cl:18])[N:5]=[CH:4][N:3]=1.P(Cl)(Cl)(Cl)=O. No catalyst specified. The product is [Cl:18][C:6]1[N:5]=[CH:4][N:3]=[C:2]2[C:7]=1[N:8]([CH3:17])[C:9]([C:10]1[CH:15]=[CH:14][CH:13]=[CH:12][CH:11]=1)=[N:1]2. The yield is 0.844. (3) The reactants are BrC[C:3]1([O:25][CH3:26])[CH:11]=[C:10]2[C:6](=[C:7]([C:23]#[N:24])[CH:8]([C:14]3[CH:19]=[CH:18][C:17]([N+:20]([O-:22])=[O:21])=[CH:16][CH:15]=3)[N:9]2[CH2:12][CH3:13])[CH:5]=[CH:4]1.[NH:27]1[CH2:32][CH2:31][O:30][CH2:29][CH2:28]1.Cl[CH2:34]CCl. No catalyst specified. The product is [CH2:12]([N:9]1[C:10]2[C:6](=[CH:5][C:4]([CH2:34][N:27]3[CH2:32][CH2:31][O:30][CH2:29][CH2:28]3)=[C:3]([O:25][CH3:26])[CH:11]=2)[C:7]([C:23]#[N:24])=[C:8]1[C:14]1[CH:15]=[CH:16][C:17]([N+:20]([O-:22])=[O:21])=[CH:18][CH:19]=1)[CH3:13]. The yield is 0.440. (4) The reactants are [C:1]([NH2:6])(=[O:5])[CH:2]([CH3:4])[CH3:3].C(Cl)(=O)[C:8](Cl)=[O:9].[CH3:13][N:14]1[CH:18]=[C:17]([C:19]2[CH:24]=[C:23]([O:25][C:26]3[CH:27]=[CH:28][C:29]([NH2:32])=[N:30][CH:31]=3)[CH:22]=[CH:21][N:20]=2)[CH:16]=[N:15]1.N1C=CC=CC=1. The catalyst is ClCCCl.C1COCC1. The product is [CH3:13][N:14]1[CH:18]=[C:17]([C:19]2[CH:24]=[C:23]([O:25][C:26]3[CH:27]=[CH:28][C:29]([NH:32][C:8]([NH:6][C:1](=[O:5])[CH:2]([CH3:4])[CH3:3])=[O:9])=[N:30][CH:31]=3)[CH:22]=[CH:21][N:20]=2)[CH:16]=[N:15]1. The yield is 0.420. (5) The reactants are [NH2:1][C:2]1[CH:3]=[CH:4][C:5]2[O:10][CH2:9][CH2:8][N:7]([C:11]3[S:12][C:13]4[C:14](=[O:22])[NH:15][C:16]([CH3:21])([CH3:20])[CH2:17][C:18]=4[N:19]=3)[C:6]=2[CH:23]=1.C1C(=O)N([Br:31])C(=O)C1.O. The catalyst is C(Cl)Cl. The product is [NH2:1][C:2]1[C:3]([Br:31])=[CH:4][C:5]2[O:10][CH2:9][CH2:8][N:7]([C:11]3[S:12][C:13]4[C:14](=[O:22])[NH:15][C:16]([CH3:21])([CH3:20])[CH2:17][C:18]=4[N:19]=3)[C:6]=2[CH:23]=1. The yield is 0.120. (6) The reactants are [N+:1]([C:4]1[CH:9]=[CH:8][CH:7]=[CH:6][C:5]=1[NH:10][C@@H:11]([CH2:15][C:16]1[S:17][CH:18]=[CH:19][CH:20]=1)[C:12]([OH:14])=[O:13])([O-:3])=[O:2].[C:21](=O)([O-])[O-].[K+].[K+].CI. The catalyst is CN(C=O)C. The product is [N+:1]([C:4]1[CH:9]=[CH:8][CH:7]=[CH:6][C:5]=1[NH:10][C@@H:11]([CH2:15][C:16]1[S:17][CH:18]=[CH:19][CH:20]=1)[C:12]([O:14][CH3:21])=[O:13])([O-:3])=[O:2]. The yield is 1.00. (7) The reactants are [NH2:1][C:2]1[CH:3]=[C:4]([CH:21]=[CH:22][CH:23]=1)[C:5]([NH:7][CH2:8][CH:9]([OH:20])[CH2:10][N:11]1[CH2:19][C:18]2[C:13](=[CH:14][CH:15]=[CH:16][CH:17]=2)[CH2:12]1)=[O:6].[O:24]1[CH2:29][CH2:28][C:27](=O)[CH2:26][CH2:25]1.CC(O)=O.[BH3-]C#N.[Na+]. The catalyst is CO. The product is [OH:20][CH:9]([CH2:10][N:11]1[CH2:12][C:13]2[C:18](=[CH:17][CH:16]=[CH:15][CH:14]=2)[CH2:19]1)[CH2:8][NH:7][C:5](=[O:6])[C:4]1[CH:21]=[CH:22][CH:23]=[C:2]([NH:1][CH:27]2[CH2:28][CH2:29][O:24][CH2:25][CH2:26]2)[CH:3]=1. The yield is 0.140.